Predict the product of the given reaction. From a dataset of Forward reaction prediction with 1.9M reactions from USPTO patents (1976-2016). (1) Given the reactants [N+:1]([CH2:3][C:4]([O:6][CH2:7][CH3:8])=[O:5])#[C-:2].C([N-]C(C)C)(C)C.[Li+].[H-].[Na+].[Cl:19][C:20]1[N:29]=[CH:28][C:27]2[NH:26][C:25](=O)[C@@H:24]([CH2:31][CH3:32])[N:23]([CH:33]3[CH2:37][CH2:36][CH2:35][CH2:34]3)[C:22]=2[N:21]=1.P(OCl)(OCC)(OCC)=O.C(O)(=O)C, predict the reaction product. The product is: [Cl:19][C:20]1[N:29]=[CH:28][C:27]2[N:26]3[CH:2]=[N:1][C:3]([C:4]([O:6][CH2:7][CH3:8])=[O:5])=[C:25]3[C@@H:24]([CH2:31][CH3:32])[N:23]([CH:33]3[CH2:37][CH2:36][CH2:35][CH2:34]3)[C:22]=2[N:21]=1. (2) Given the reactants Br[C:2]1[CH:11]=[CH:10][CH:9]=[C:8]2[C:3]=1[CH:4]=[CH:5][N:6]=[C:7]2[NH:12][C:13]1[CH:14]=[C:15]2[C:20](=[CH:21][CH:22]=1)[N:19]=[CH:18][CH:17]=[CH:16]2.[CH3:23][O:24][CH2:25][O:26][C:27]1[CH:32]=[CH:31][C:30](B(O)O)=[CH:29][CH:28]=1, predict the reaction product. The product is: [CH3:23][O:24][CH2:25][O:26][C:27]1[CH:32]=[CH:31][C:30]([C:2]2[CH:11]=[CH:10][CH:9]=[C:8]3[C:3]=2[CH:4]=[CH:5][N:6]=[C:7]3[NH:12][C:13]2[CH:14]=[C:15]3[C:20](=[CH:21][CH:22]=2)[N:19]=[CH:18][CH:17]=[CH:16]3)=[CH:29][CH:28]=1. (3) Given the reactants [Si]([O:8][CH2:9][C:10]1([CH3:36])[S:16][CH2:15][CH2:14][N:13]2[C:17]([C:20]3([C:23]4[CH:28]=[CH:27][C:26]([C:29]5[CH:30]=[N:31][CH:32]=[CH:33][CH:34]=5)=[CH:25][C:24]=4[F:35])[CH2:22][CH2:21]3)=[N:18][N:19]=[C:12]2[CH2:11]1)(C(C)(C)C)(C)C.Cl, predict the reaction product. The product is: [F:35][C:24]1[CH:25]=[C:26]([C:29]2[CH:30]=[N:31][CH:32]=[CH:33][CH:34]=2)[CH:27]=[CH:28][C:23]=1[C:20]1([C:17]2[N:13]3[CH2:14][CH2:15][S:16][C:10]([CH2:9][OH:8])([CH3:36])[CH2:11][C:12]3=[N:19][N:18]=2)[CH2:22][CH2:21]1. (4) Given the reactants [NH2:1][C:2]1[CH:3]=[CH:4][C:5]2[C:9]([C:10]([NH2:12])=[O:11])=[CH:8][S:7][C:6]=2[CH:13]=1.NC1C=CC2SC=C(C(N)=O)C=2C=1.[Cl:27][C:28]1[CH:29]=[C:30]([S:35](NC2C=CC3SC=C(C(N)=O)C=3C=2)(=[O:37])=[O:36])[CH:31]=[C:32]([Cl:34])[CH:33]=1, predict the reaction product. The product is: [Cl:34][C:32]1[CH:31]=[C:30]([S:35]([NH:1][C:2]2[CH:3]=[CH:4][C:5]3[C:9]([C:10]([NH2:12])=[O:11])=[CH:8][S:7][C:6]=3[CH:13]=2)(=[O:36])=[O:37])[CH:29]=[C:28]([Cl:27])[CH:33]=1. (5) Given the reactants [S:1]1[C:5]2[CH:6]=[C:7]([N:10]3[CH2:14][CH2:13][NH:12][C:11]3=[O:15])[CH:8]=[CH:9][C:4]=2[N:3]=[CH:2]1.Br[C:17]1[CH:18]=[N:19][CH:20]=[C:21]([Cl:24])[C:22]=1[CH3:23].N[C@@H]1CCCC[C@H]1N.P([O-])([O-])([O-])=O.[K+].[K+].[K+], predict the reaction product. The product is: [S:1]1[C:5]2[CH:6]=[C:7]([N:10]3[CH2:14][CH2:13][N:12]([C:17]4[CH:18]=[N:19][CH:20]=[C:21]([Cl:24])[C:22]=4[CH3:23])[C:11]3=[O:15])[CH:8]=[CH:9][C:4]=2[N:3]=[CH:2]1. (6) The product is: [C:1]([O:5][C:6]([N:8]1[CH2:12][CH2:11][C@@H:10]([N:26]2[CH2:27][CH2:28][CH2:29][C@@H:25]2[CH3:24])[CH2:9]1)=[O:7])([CH3:2])([CH3:3])[CH3:4]. Given the reactants [C:1]([O:5][C:6]([N:8]1[CH2:12][CH2:11][C@H:10](OS(C2C=CC(C)=CC=2)(=O)=O)[CH2:9]1)=[O:7])([CH3:4])([CH3:3])[CH3:2].[CH3:24][C@H:25]1[CH2:29][CH2:28][CH2:27][NH:26]1.C([O-])([O-])=O.[K+].[K+].O, predict the reaction product. (7) Given the reactants [CH3:1][O:2][C:3](=[O:27])[CH2:4][C:5]1[CH:6]=[C:7]([C:13]2[CH:18]=[CH:17][C:16]([C:19]([F:22])([F:21])[F:20])=[CH:15][C:14]=2[CH2:23][NH:24][CH2:25][CH3:26])[C:8]([O:11][CH3:12])=[CH:9][CH:10]=1.[O:28]([CH:35]([CH3:39])[C:36](Cl)=[O:37])[C:29]1[CH:34]=[CH:33][CH:32]=[CH:31][CH:30]=1, predict the reaction product. The product is: [CH3:1][O:2][C:3](=[O:27])[CH2:4][C:5]1[CH:6]=[C:7]([C:13]2[CH:18]=[CH:17][C:16]([C:19]([F:20])([F:22])[F:21])=[CH:15][C:14]=2[CH2:23][N:24]([CH2:25][CH3:26])[C:36](=[O:37])[CH:35]([O:28][C:29]2[CH:34]=[CH:33][CH:32]=[CH:31][CH:30]=2)[CH3:39])[C:8]([O:11][CH3:12])=[CH:9][CH:10]=1. (8) Given the reactants C[O:2][C:3](=[O:22])[C:4]1[CH:9]=[CH:8][C:7]([C:10]#[C:11][C:12]2[CH:17]=[CH:16][C:15]([O:18][CH:19]3[CH2:21][CH2:20]3)=[CH:14][CH:13]=2)=[CH:6][CH:5]=1.CCO.[OH-].[Na+].OP(O)(O)=O, predict the reaction product. The product is: [CH:19]1([O:18][C:15]2[CH:14]=[CH:13][C:12]([C:11]#[C:10][C:7]3[CH:8]=[CH:9][C:4]([C:3]([OH:22])=[O:2])=[CH:5][CH:6]=3)=[CH:17][CH:16]=2)[CH2:20][CH2:21]1. (9) Given the reactants [OH-:1].[Na+].[CH3:3][O:4][C:5]1[CH:6]=[C:7]([CH:11]2[NH:16][C:15](=[O:17])[C:14]3([CH2:23][O:22][CH2:21][CH2:20][O:19][CH2:18]3)[N:13]([C:24]([O-:26])=[O:25])[CH2:12]2)[CH:8]=[CH:9][CH:10]=1, predict the reaction product. The product is: [C:7]([O:25][C:24]([N:13]1[C:14]2([CH2:18][O:19][CH2:20][CH2:21][O:22][CH2:23]2)[C:15](=[O:17])[N:16]([CH2:10][C:5]([OH:4])=[O:1])[CH:11]([C:7]2[CH:8]=[CH:9][CH:10]=[C:5]([O:4][CH3:3])[CH:6]=2)[CH2:12]1)=[O:26])([CH3:11])([CH3:8])[CH3:6].